Dataset: Catalyst prediction with 721,799 reactions and 888 catalyst types from USPTO. Task: Predict which catalyst facilitates the given reaction. (1) Reactant: [CH3:1][O:2][C:3](=[O:24])[CH2:4][CH2:5][CH2:6][CH2:7][CH2:8][O:9][C:10]1[CH:15]=[CH:14][C:13]([NH2:16])=[C:12]([NH:17][C:18]2[CH:23]=[CH:22][CH:21]=[CH:20][CH:19]=2)[CH:11]=1.[C:25](=S)=[S:26].C(=O)(O)[O-].[Na+]. Product: [CH3:1][O:2][C:3](=[O:24])[CH2:4][CH2:5][CH2:6][CH2:7][CH2:8][O:9][C:10]1[CH:15]=[CH:14][C:13]2[N:16]=[C:25]([SH:26])[N:17]([C:18]3[CH:19]=[CH:20][CH:21]=[CH:22][CH:23]=3)[C:12]=2[CH:11]=1. The catalyst class is: 17. (2) Reactant: Cl[C:2]1[N:10]2[C:6](=[N:7][C:8]3[CH:14]=[CH:13][CH:12]=[CH:11][C:9]=32)[C:5]([C:15]#[N:16])=[C:4]([CH3:17])[C:3]=1[CH2:18][CH2:19][CH2:20][CH2:21][CH2:22][CH3:23].[CH3:24][N:25]1[CH2:30][CH2:29][NH:28][CH2:27][CH2:26]1.C(N(CC)CC)C. Product: [CH2:18]([C:3]1[C:4]([CH3:17])=[C:5]([C:15]#[N:16])[C:6]2[N:10]([C:2]=1[N:28]1[CH2:29][CH2:30][N:25]([CH3:24])[CH2:26][CH2:27]1)[C:9]1[CH:11]=[CH:12][CH:13]=[CH:14][C:8]=1[N:7]=2)[CH2:19][CH2:20][CH2:21][CH2:22][CH3:23]. The catalyst class is: 9. (3) Reactant: [Cl:1][C:2]1[C:7](OS(C(F)(F)F)(=O)=O)=[N:6][C:5]2[N:16]([CH:19]([CH3:21])[CH3:20])[N:17]=[CH:18][C:4]=2[C:3]=1[C:22]([O:24][CH2:25][CH3:26])=[O:23].[CH3:27][C:28]1([CH3:45])[CH2:33][C:32](B2OC(C)(C)C(C)(C)O2)=[CH:31][C:30]([CH3:44])([CH3:43])[NH:29]1.C([O-])([O-])=O.[Na+].[Na+].CO.C(Cl)Cl. Product: [Cl:1][C:2]1[C:7]([C:32]2[CH2:31][C:30]([CH3:44])([CH3:43])[NH:29][C:28]([CH3:45])([CH3:27])[CH:33]=2)=[N:6][C:5]2[N:16]([CH:19]([CH3:21])[CH3:20])[N:17]=[CH:18][C:4]=2[C:3]=1[C:22]([O:24][CH2:25][CH3:26])=[O:23]. The catalyst class is: 77.